From a dataset of Reaction yield outcomes from USPTO patents with 853,638 reactions. Predict the reaction yield, written as a fraction of the theoretical maximum amount of product (1.0 means a 100% yield; for example, 0.34 means a 34% yield). (1) The reactants are Cl.[CH2:2]([O:9][C:10]1[CH:15]=[CH:14][N:13]([C:16]2[CH:17]=[CH:18][C:19]3[C:20]4[CH2:29][N:28]([C:30]([CH:32]5[CH2:36][CH2:35][NH:34][CH2:33]5)=[O:31])[CH2:27][CH2:26][C:21]=4[N:22]([CH3:25])[C:23]=3[CH:24]=2)[C:12](=[O:37])[CH:11]=1)[C:3]1[CH:8]=[CH:7][CH:6]=[CH:5][CH:4]=1.[CH3:38]CN(CC)CC.C=O.[BH-](OC(C)=O)(OC(C)=O)OC(C)=O.[Na+]. The catalyst is CO. The product is [CH2:2]([O:9][C:10]1[CH:15]=[CH:14][N:13]([C:16]2[CH:17]=[CH:18][C:19]3[C:20]4[CH2:29][N:28]([C:30]([CH:32]5[CH2:36][CH2:35][N:34]([CH3:38])[CH2:33]5)=[O:31])[CH2:27][CH2:26][C:21]=4[N:22]([CH3:25])[C:23]=3[CH:24]=2)[C:12](=[O:37])[CH:11]=1)[C:3]1[CH:4]=[CH:5][CH:6]=[CH:7][CH:8]=1. The yield is 0.600. (2) The product is [O:1]=[C:2]1[C@H:13]([CH2:14][C:15]([OH:17])=[O:16])[CH2:12][CH:11]=[CH:10][CH2:9][CH2:8][C:7](=[O:22])[O:6][C@H:5]([C:23]2[CH:28]=[CH:27][CH:26]=[CH:25][CH:24]=2)[CH2:4][NH:3]1. The yield is 1.00. The catalyst is C(Cl)Cl. The reactants are [O:1]=[C:2]1[C@H:13]([CH2:14][C:15]([O:17]C(C)(C)C)=[O:16])[CH2:12][CH:11]=[CH:10][CH2:9][CH2:8][C:7](=[O:22])[O:6][C@H:5]([C:23]2[CH:28]=[CH:27][CH:26]=[CH:25][CH:24]=2)[CH2:4][NH:3]1.FC(F)(F)C(O)=O.